This data is from Full USPTO retrosynthesis dataset with 1.9M reactions from patents (1976-2016). The task is: Predict the reactants needed to synthesize the given product. Given the product [CH3:17][S:18]([C:19]1[CH:20]=[CH:21][C:22]([N+:25]([O-:27])=[O:26])=[CH:23][CH:24]=1)=[N:40][S:37]([C:34]1[CH:33]=[CH:32][C:31]([N+:28]([O-:30])=[O:29])=[CH:36][CH:35]=1)(=[O:39])=[O:38], predict the reactants needed to synthesize it. The reactants are: C(O)(=O)C.C(O)(=O)C.I(C1C=CC=CC=1)=O.[CH3:17][S:18][C:19]1[CH:24]=[CH:23][C:22]([N+:25]([O-:27])=[O:26])=[CH:21][CH:20]=1.[N+:28]([C:31]1[CH:36]=[CH:35][C:34]([S:37]([NH2:40])(=[O:39])=[O:38])=[CH:33][CH:32]=1)([O-:30])=[O:29].[O-2].[Mg+2].